This data is from Forward reaction prediction with 1.9M reactions from USPTO patents (1976-2016). The task is: Predict the product of the given reaction. (1) Given the reactants [C:1]([NH:4][C:5]1[CH:10]=[CH:9][C:8](/[CH:11]=[CH:12]/[C:13]([OH:15])=O)=[CH:7][CH:6]=1)(=[O:3])[CH3:2].[NH2:16][C:17]1[CH:22]=[C:21]([C:23]#[CH:24])[CH:20]=[CH:19][C:18]=1[NH:25]C(=O)OC(C)(C)C.CN(C(ON1N=NC2C=CC=NC1=2)=[N+](C)C)C.F[P-](F)(F)(F)(F)F.CCN(C(C)C)C(C)C, predict the reaction product. The product is: [C:1]([NH:4][C:5]1[CH:6]=[CH:7][C:8](/[CH:11]=[CH:12]/[C:13]([NH:16][C:17]2[CH:22]=[C:21]([C:23]#[CH:24])[CH:20]=[CH:19][C:18]=2[NH2:25])=[O:15])=[CH:9][CH:10]=1)(=[O:3])[CH3:2]. (2) Given the reactants F[C:2]1[CH:7]=[CH:6][C:5]([C:8]2[O:9][C:10]3[CH:16]=[CH:15][CH:14]=[CH:13][C:11]=3[N:12]=2)=[CH:4][C:3]=1[N+:17]([O-:19])=[O:18].C(N(CC)CC)C.Cl.[C:28]([C:32]1[CH:39]=[CH:38][C:35]([CH2:36][NH2:37])=[CH:34][CH:33]=1)([O:30][CH3:31])=[O:29].O, predict the reaction product. The product is: [CH3:31][O:30][C:28]([C:32]1[CH:39]=[CH:38][C:35]([CH2:36][NH:37][C:2]2[CH:7]=[CH:6][C:5]([C:8]3[O:9][C:10]4[CH:16]=[CH:15][CH:14]=[CH:13][C:11]=4[N:12]=3)=[CH:4][C:3]=2[N+:17]([O-:19])=[O:18])=[CH:34][CH:33]=1)=[O:29].